The task is: Predict which catalyst facilitates the given reaction.. This data is from Catalyst prediction with 721,799 reactions and 888 catalyst types from USPTO. (1) Reactant: [F:1][C:2]([F:50])([F:49])[C:3]1[CH:4]=[C:5]([C@H:13]2[O:17][C:16](=[O:18])[N:15]([CH2:19][C:20]3[C:25]([C:26]4[CH:27]=[C:28]([C:34]5[CH:39]=[CH:38][C:37]([C:40]([O:42]C)=[O:41])=[CH:36][C:35]=5[CH3:44])[CH:29]=[CH:30][C:31]=4[O:32][CH3:33])=[CH:24][CH:23]=[C:22]([CH:45]4[CH2:47][CH2:46]4)[N:21]=3)[C@H:14]2[CH3:48])[CH:6]=[C:7]([C:9]([F:12])([F:11])[F:10])[CH:8]=1.O.[OH-].[Li+].O1CCOCC1.Cl. Product: [F:50][C:2]([F:1])([F:49])[C:3]1[CH:4]=[C:5]([C@H:13]2[O:17][C:16](=[O:18])[N:15]([CH2:19][C:20]3[C:25]([C:26]4[CH:27]=[C:28]([C:34]5[CH:39]=[CH:38][C:37]([C:40]([OH:42])=[O:41])=[CH:36][C:35]=5[CH3:44])[CH:29]=[CH:30][C:31]=4[O:32][CH3:33])=[CH:24][CH:23]=[C:22]([CH:45]4[CH2:46][CH2:47]4)[N:21]=3)[C@H:14]2[CH3:48])[CH:6]=[C:7]([C:9]([F:11])([F:12])[F:10])[CH:8]=1. The catalyst class is: 6. (2) Reactant: [CH2:1]([O:3][C:4](=[O:14])[CH2:5]P(OCC)(OCC)=O)[CH3:2].[H-].[Na+].[Cl:17][C:18]1[CH:40]=[CH:39][C:21]([C:22]([N:24]2[CH2:29][CH2:28][CH:27]([NH:30][C:31]3[CH:38]=[CH:37][C:34]([CH:35]=O)=[CH:33][N:32]=3)[CH2:26][CH2:25]2)=[O:23])=[CH:20][CH:19]=1.C(OCC)(C)=O.O. Product: [Cl:17][C:18]1[CH:19]=[CH:20][C:21]([C:22]([N:24]2[CH2:25][CH2:26][CH:27]([NH:30][C:31]3[N:32]=[CH:33][C:34](/[CH:35]=[CH:5]/[C:4]([O:3][CH2:1][CH3:2])=[O:14])=[CH:37][CH:38]=3)[CH2:28][CH2:29]2)=[O:23])=[CH:39][CH:40]=1. The catalyst class is: 1. (3) Reactant: Br[CH2:2][CH2:3][CH2:4][OH:5].C([O-])(O)=O.[Na+].[C:11]([N:14]1[CH2:19][CH2:18][NH:17][CH2:16][CH2:15]1)(=[O:13])[CH3:12]. Product: [C:11]([N:14]1[CH2:19][CH2:18][N:17]([CH2:2][CH2:3][CH2:4][OH:5])[CH2:16][CH2:15]1)(=[O:13])[CH3:12]. The catalyst class is: 448. (4) Reactant: C(O[C:4]([C:6]1[CH:7]=[C:8]2[CH:14]=[CH:13][O:12][C:9]2=[CH:10][N:11]=1)=[O:5])C.[O-]CC.[Na+].[C:19]([O:22][CH2:23][CH3:24])(=[O:21])[CH3:20].C(O)(=O)C. Product: [O:5]=[C:4]([C:6]1[CH:7]=[C:8]2[CH:14]=[CH:13][O:12][C:9]2=[CH:10][N:11]=1)[CH2:20][C:19]([O:22][CH2:23][CH3:24])=[O:21]. The catalyst class is: 93. (5) Reactant: [OH:1][CH:2]1[CH2:7][CH2:6][NH:5][CH2:4][CH2:3]1.[C:8]1(=O)[CH2:13][CH2:12][C:11](=[O:14])[CH2:10][CH2:9]1. Product: [OH:14][C:11]1[CH:12]=[CH:13][C:8]([N:5]2[CH2:6][CH2:7][CH:2]([OH:1])[CH2:3][CH2:4]2)=[CH:9][CH:10]=1. The catalyst class is: 8. (6) Reactant: [Cl:1][C:2]1[CH:3]=[C:4]([CH:18]=[CH:19][C:20]=1[Cl:21])[O:5][CH:6]1[CH2:11][CH2:10][N:9]([CH:12]2[CH2:17][CH2:16][NH:15][CH2:14][CH2:13]2)[CH2:8][CH2:7]1.F[P-](F)(F)(F)(F)F.Br[P+](N1CCCC1)(N1CCCC1)N1CCCC1.[CH3:46][S:47]([C:50]1[CH:51]=[C:52]([CH:56]=[CH:57][CH:58]=1)[C:53]([OH:55])=[O:54])(=[O:49])=[O:48].C(N(CC)C(C)C)(C)C.C([O-])(O)=O.[Na+]. Product: [C:53]([OH:55])(=[O:54])[CH3:52].[Cl:1][C:2]1[CH:3]=[C:4]([CH:18]=[CH:19][C:20]=1[Cl:21])[O:5][CH:6]1[CH2:7][CH2:8][N:9]([CH:12]2[CH2:13][CH2:14][N:15]([C:53]([C:52]3[CH:56]=[CH:57][CH:58]=[C:50]([S:47]([CH3:46])(=[O:49])=[O:48])[CH:51]=3)=[O:54])[CH2:16][CH2:17]2)[CH2:10][CH2:11]1. The catalyst class is: 56. (7) Reactant: [Br:1][C:2]1[CH:3]=[N:4][C:5](F)=[N:6][CH:7]=1.[NH2:9][C@H:10]1[CH2:15][CH2:14][C@H:13]([OH:16])[CH2:12][CH2:11]1. Product: [Br:1][C:2]1[CH:3]=[N:4][C:5]([NH:9][C@H:10]2[CH2:15][CH2:14][C@H:13]([OH:16])[CH2:12][CH2:11]2)=[N:6][CH:7]=1. The catalyst class is: 41.